Dataset: Full USPTO retrosynthesis dataset with 1.9M reactions from patents (1976-2016). Task: Predict the reactants needed to synthesize the given product. (1) Given the product [CH3:45][N:44]([CH3:46])[C:43]1[CH:47]=[CH:48][CH:49]=[C:50]2[C:42]=1[CH:41]=[CH:40][CH:39]=[C:38]2[S:35]([NH:1][C:2]1[CH:3]=[C:4]([CH:17]=[C:18]([C:20]2[NH:21][C:22]([C:25]3[N:26]=[CH:27][C:28]4[C:33]([CH:34]=3)=[CH:32][CH:31]=[CH:30][CH:29]=4)=[N:23][CH:24]=2)[CH:19]=1)[C:5]([NH:7][C@@H:8]([C:10]1[CH:11]=[CH:12][C:13]([F:16])=[CH:14][CH:15]=1)[CH3:9])=[O:6])(=[O:37])=[O:36], predict the reactants needed to synthesize it. The reactants are: [NH2:1][C:2]1[CH:3]=[C:4]([CH:17]=[C:18]([C:20]2[NH:21][C:22]([C:25]3[N:26]=[CH:27][C:28]4[C:33]([CH:34]=3)=[CH:32][CH:31]=[CH:30][CH:29]=4)=[N:23][CH:24]=2)[CH:19]=1)[C:5]([NH:7][C@@H:8]([C:10]1[CH:15]=[CH:14][C:13]([F:16])=[CH:12][CH:11]=1)[CH3:9])=[O:6].[S:35](Cl)([C:38]1[C:50]2[CH:49]=[CH:48][CH:47]=[C:43]([N:44]([CH3:46])[CH3:45])[C:42]=2[CH:41]=[CH:40][CH:39]=1)(=[O:37])=[O:36]. (2) Given the product [NH2:1][C:2]1[N:11]=[CH:10][C:9]2[C:4](=[CH:5][CH:6]=[C:7]([C:12]3[CH:13]=[CH:14][C:15]([N:40]([CH3:42])[CH3:41])=[C:16]([CH:38]=3)[C:17]([NH:19][C:20]3[CH:25]=[C:24]([C:26]([F:29])([F:27])[F:28])[CH:23]=[CH:22][C:21]=3[N:30]([CH2:32][CH2:33][CH2:34][N:35]([CH3:36])[CH3:37])[CH3:31])=[O:18])[CH:8]=2)[N:3]=1, predict the reactants needed to synthesize it. The reactants are: [NH2:1][C:2]1[N:11]=[CH:10][C:9]2[C:4](=[CH:5][CH:6]=[C:7]([C:12]3[CH:13]=[CH:14][C:15](F)=[C:16]([CH:38]=3)[C:17]([NH:19][C:20]3[CH:25]=[C:24]([C:26]([F:29])([F:28])[F:27])[CH:23]=[CH:22][C:21]=3[N:30]([CH2:32][CH2:33][CH2:34][N:35]([CH3:37])[CH3:36])[CH3:31])=[O:18])[CH:8]=2)[N:3]=1.[NH:40]([CH3:42])[CH3:41].Cl.CCN(C(C)C)C(C)C.CN. (3) Given the product [I:18][C:5]1[CH:6]=[C:7]([C:8]([NH:10][CH2:11][C:12]([F:14])([F:15])[F:13])=[O:9])[CH:16]=[CH:17][C:4]=1[N:1]1[CH:21]=[C:20]([C:19]([O:23][CH2:24][CH3:25])=[O:22])[N:3]=[N:2]1, predict the reactants needed to synthesize it. The reactants are: [N:1]([C:4]1[CH:17]=[CH:16][C:7]([C:8]([NH:10][CH2:11][C:12]([F:15])([F:14])[F:13])=[O:9])=[CH:6][C:5]=1[I:18])=[N+:2]=[N-:3].[C:19]([O:23][CH2:24][CH3:25])(=[O:22])[C:20]#[CH:21]. (4) Given the product [OH:20][N:19]=[C:13]([CH2:12][C:9]1[S:10][CH:11]=[C:7]([C:1]2[CH:6]=[CH:5][CH:4]=[CH:3][CH:2]=2)[CH:8]=1)[C:14]([OH:16])=[O:15], predict the reactants needed to synthesize it. The reactants are: [C:1]1([C:7]2[CH:8]=[C:9]([CH2:12][C:13](=S)[C:14]([OH:16])=[O:15])[S:10][CH:11]=2)[CH:6]=[CH:5][CH:4]=[CH:3][CH:2]=1.Cl.[NH2:19][OH:20].